From a dataset of Reaction yield outcomes from USPTO patents with 853,638 reactions. Predict the reaction yield, written as a fraction of the theoretical maximum amount of product (1.0 means a 100% yield; for example, 0.34 means a 34% yield). The reactants are ClC1C=CC=CC=1NC(=O)NC1C=CC(C2SC(C3CCC(CC(O)=O)CC3)=NC=2)=CC=1.[F:33][C:34]1[CH:39]=[C:38]([F:40])[CH:37]=[C:36]([F:41])[C:35]=1[NH:42][C:43](=[O:68])[NH:44][C:45]1[CH:50]=[CH:49][C:48]([C:51]2[S:55][C:54]([CH:56]3[CH2:61][CH2:60][CH:59]([CH2:62][C:63]([O:65]CC)=[O:64])[CH2:58][CH2:57]3)=[N:53][CH:52]=2)=[CH:47][CH:46]=1. No catalyst specified. The product is [F:41][C:36]1[CH:37]=[C:38]([F:40])[CH:39]=[C:34]([F:33])[C:35]=1[NH:42][C:43](=[O:68])[NH:44][C:45]1[CH:46]=[CH:47][C:48]([C:51]2[S:55][C:54]([CH:56]3[CH2:57][CH2:58][CH:59]([CH2:62][C:63]([OH:65])=[O:64])[CH2:60][CH2:61]3)=[N:53][CH:52]=2)=[CH:49][CH:50]=1. The yield is 0.730.